From a dataset of Full USPTO retrosynthesis dataset with 1.9M reactions from patents (1976-2016). Predict the reactants needed to synthesize the given product. (1) The reactants are: Br[C:2]1[CH:3]=[CH:4][C:5]([S:8]([CH3:11])(=[O:10])=[O:9])=[N:6][CH:7]=1.[B:12]1([B:12]2[O:16][C:15]([CH3:18])([CH3:17])[C:14]([CH3:20])([CH3:19])[O:13]2)[O:16][C:15]([CH3:18])([CH3:17])[C:14]([CH3:20])([CH3:19])[O:13]1.C([O-])(=O)C.[K+]. Given the product [CH3:11][S:8]([C:5]1[CH:4]=[CH:3][C:2]([B:12]2[O:16][C:15]([CH3:18])([CH3:17])[C:14]([CH3:20])([CH3:19])[O:13]2)=[CH:7][N:6]=1)(=[O:10])=[O:9], predict the reactants needed to synthesize it. (2) Given the product [F:3][C:4]1[CH:12]=[C:11]([NH:2][CH3:1])[C:10]([N+:14]([O-:16])=[O:15])=[CH:9][C:5]=1[C:6]([OH:8])=[O:7], predict the reactants needed to synthesize it. The reactants are: [CH3:1][NH2:2].[F:3][C:4]1[CH:12]=[C:11](F)[C:10]([N+:14]([O-:16])=[O:15])=[CH:9][C:5]=1[C:6]([OH:8])=[O:7].Cl. (3) The reactants are: [F:1][C:2]1[CH:7]=[C:6](I)[CH:5]=[C:4]([F:9])[C:3]=1[C:10]([N:12]1[CH2:17][CH2:16][N:15]([C:18]2[C:23]([CH3:24])=[CH:22][C:21]([CH3:25])=[CH:20][N:19]=2)[CH2:14][CH2:13]1)=[O:11].[CH3:26][C@@H:27]1[CH2:31][CH2:30][S:29](=[O:33])(=[O:32])[NH:28]1. Given the product [F:1][C:2]1[CH:7]=[C:6]([N:28]2[C@H:27]([CH3:26])[CH2:31][CH2:30][S:29]2(=[O:33])=[O:32])[CH:5]=[C:4]([F:9])[C:3]=1[C:10]([N:12]1[CH2:17][CH2:16][N:15]([C:18]2[C:23]([CH3:24])=[CH:22][C:21]([CH3:25])=[CH:20][N:19]=2)[CH2:14][CH2:13]1)=[O:11], predict the reactants needed to synthesize it. (4) The reactants are: C(OC([N:8]1[C:12]2=[N:13][CH:14]=[C:15]([O:17][CH2:18][C:19]3[CH:24]=[CH:23][CH:22]=[CH:21][CH:20]=3)[CH:16]=[C:11]2[CH:10]=[C:9]1[C:25]([OH:27])=[O:26])=O)(C)(C)C.S(=O)(=O)(O)O.[C:33](=O)(O)[O-].[Na+]. Given the product [CH3:33][O:27][C:25]([C:9]1[NH:8][C:12]2=[N:13][CH:14]=[C:15]([O:17][CH2:18][C:19]3[CH:20]=[CH:21][CH:22]=[CH:23][CH:24]=3)[CH:16]=[C:11]2[CH:10]=1)=[O:26], predict the reactants needed to synthesize it. (5) Given the product [CH3:44][C:39]1[CH:40]=[C:35]([C:31]2[CH:30]=[C:29]([C:27]3[CH2:26][C:25](=[O:42])[NH:24][C:9]4[CH:10]=[C:11]([C:20]([F:21])([F:23])[F:22])[C:12]([N:14]5[CH2:15][CH2:16][O:17][CH2:18][CH2:19]5)=[CH:13][C:8]=4[N:7]=3)[CH:34]=[CH:33][CH:32]=2)[CH:36]=[C:37]([CH3:41])[N:38]=1, predict the reactants needed to synthesize it. The reactants are: C(OC(=O)[NH:7][C:8]1[CH:13]=[C:12]([N:14]2[CH2:19][CH2:18][O:17][CH2:16][CH2:15]2)[C:11]([C:20]([F:23])([F:22])[F:21])=[CH:10][C:9]=1[NH:24][C:25](=[O:42])[CH2:26][C:27]([C:29]1[CH:34]=[CH:33][CH:32]=[C:31]([C:35]2[CH:40]=[CH:39][N:38]=[C:37]([CH3:41])[CH:36]=2)[CH:30]=1)=O)(C)(C)C.[C:44](O)(C(F)(F)F)=O.